Predict the reactants needed to synthesize the given product. From a dataset of Full USPTO retrosynthesis dataset with 1.9M reactions from patents (1976-2016). (1) Given the product [OH:2][C:3]1[CH:8]=[CH:7][C:6]([P:9](=[O:24])([C:10]2[CH:15]=[CH:14][C:13]([Cl:16])=[CH:12][CH:11]=2)[C:17]2[CH:18]=[CH:19][C:20]([Cl:23])=[CH:21][CH:22]=2)=[CH:5][CH:4]=1, predict the reactants needed to synthesize it. The reactants are: C[O:2][C:3]1[CH:8]=[CH:7][C:6]([P:9](=[O:24])([C:17]2[CH:22]=[CH:21][C:20]([Cl:23])=[CH:19][CH:18]=2)[C:10]2[CH:15]=[CH:14][C:13]([Cl:16])=[CH:12][CH:11]=2)=[CH:5][CH:4]=1.C(Cl)Cl.B(Br)(Br)Br. (2) Given the product [Cl:12][C:7]1[C:8]([O:10][CH3:11])=[CH:9][C:4]([C:3]([OH:24])=[O:2])=[CH:5][C:6]=1[O:13][CH2:14][CH2:15][C:16]1[CH:21]=[CH:20][C:19]([Cl:22])=[CH:18][C:17]=1[Cl:23], predict the reactants needed to synthesize it. The reactants are: C[O:2][C:3](=[O:24])[C:4]1[CH:9]=[C:8]([O:10][CH3:11])[C:7]([Cl:12])=[C:6]([O:13][CH2:14][CH2:15][C:16]2[CH:21]=[CH:20][C:19]([Cl:22])=[CH:18][C:17]=2[Cl:23])[CH:5]=1.O.[OH-].[Na+].Cl. (3) The reactants are: O[C:2]([CH2:4][CH2:5][CH2:6][CH2:7][C@H:8]1[C@@H:16]2[C@@H:11]([NH:12][C:13]([NH:15]2)=[O:14])[CH2:10][S:9]1)=[O:3].[CH2:17]([NH2:31])[CH2:18][CH2:19][O:20][CH2:21][CH2:22][O:23][CH2:24][CH2:25][O:26][CH2:27][CH2:28][CH2:29][NH2:30].C(N)(N)OOOCCCCCCCCC.[K+].[Br-]. Given the product [NH2:30][CH2:29][CH2:28][CH2:27][O:26][CH2:25][CH2:24][O:23][CH2:22][CH2:21][O:20][CH2:19][CH2:18][CH2:17][NH:31][C:2](=[O:3])[CH2:4][CH2:5][CH2:6][CH2:7][C@H:8]1[C@@H:16]2[C@@H:11]([NH:12][C:13]([NH:15]2)=[O:14])[CH2:10][S:9]1, predict the reactants needed to synthesize it.